Dataset: Forward reaction prediction with 1.9M reactions from USPTO patents (1976-2016). Task: Predict the product of the given reaction. (1) Given the reactants [C:1]([C:5]1[CH:15]=[CH:14][C:8]([C:9]([O:11][CH2:12][CH3:13])=[O:10])=[C:7]([CH3:16])[CH:6]=1)([CH3:4])([CH3:3])[CH3:2].[Br:17]N1C(=O)CCC1=O.C(OOC(=O)C1C=CC=CC=1)(=O)C1C=CC=CC=1.O, predict the reaction product. The product is: [Br:17][CH2:16][C:7]1[CH:6]=[C:5]([C:1]([CH3:3])([CH3:2])[CH3:4])[CH:15]=[CH:14][C:8]=1[C:9]([O:11][CH2:12][CH3:13])=[O:10]. (2) Given the reactants [H-].[Na+].[Cl:3][C:4]1[CH:11]=[C:10]([NH:12][C@H:13]2[CH2:17][C:16](=[O:18])[N:15]([CH3:19])[CH2:14]2)[CH:9]=[CH:8][C:5]=1[C:6]#[N:7].Br[CH2:21][C:22]1[CH:27]=[CH:26][CH:25]=[CH:24][C:23]=1[Cl:28], predict the reaction product. The product is: [Cl:3][C:4]1[CH:11]=[C:10]([N:12]([CH2:21][C:22]2[CH:27]=[CH:26][CH:25]=[CH:24][C:23]=2[Cl:28])[C@H:13]2[CH2:17][C:16](=[O:18])[N:15]([CH3:19])[CH2:14]2)[CH:9]=[CH:8][C:5]=1[C:6]#[N:7]. (3) Given the reactants [C:1]([C:3]1[C:4]([NH:11][C:12](=[O:14])[CH3:13])=[N:5][C:6]([S:9][CH3:10])=[N:7][CH:8]=1)#[N:2].[CH3:15]I.[H-].[Na+], predict the reaction product. The product is: [C:1]([C:3]1[C:4]([N:11]([CH3:15])[C:12](=[O:14])[CH3:13])=[N:5][C:6]([S:9][CH3:10])=[N:7][CH:8]=1)#[N:2]. (4) Given the reactants [H-].[Na+].[CH2:3](Br)[CH:4]=[CH2:5].C(C1C=C(Cl)C2C(=CC=CC=2)C=1O)C=C.[CH3:22][C:23]1[CH:28]=[CH:27][C:26]([S:29]([O:32][CH2:33][CH:34]2[CH2:38][C:37]3[CH:39]=[C:40]([Cl:47])[CH:41]=[C:42]([O:43]CC=C)[C:36]=3[O:35]2)(=[O:31])=[O:30])=[CH:25][CH:24]=1.C(OCC=C)C=C.C(OC1C2CCCC=2C=CC=1CC=C)C1C=CC=CC=1, predict the reaction product. The product is: [CH3:22][C:23]1[CH:24]=[CH:25][C:26]([S:29]([O:32][CH2:33][CH:34]2[CH2:38][C:37]3[CH:39]=[C:40]([Cl:47])[C:41]([CH2:5][CH:4]=[CH2:3])=[C:42]([OH:43])[C:36]=3[O:35]2)(=[O:30])=[O:31])=[CH:27][CH:28]=1. (5) The product is: [CH3:20][O:19][C:12]1[CH:13]=[C:14]([O:17][CH3:18])[CH:15]=[CH:16][C:11]=1[C:7]1[CH:8]=[CH:9][CH:10]=[C:5]([C:3]([OH:4])=[O:2])[CH:6]=1. Given the reactants C[O:2][C:3]([C:5]1[CH:6]=[C:7]([C:11]2[CH:16]=[CH:15][C:14]([O:17][CH3:18])=[CH:13][C:12]=2[O:19][CH3:20])[CH:8]=[CH:9][CH:10]=1)=[O:4].[Li+].[OH-].Cl, predict the reaction product. (6) Given the reactants [NH2:1][C:2]1[CH:10]=[CH:9][C:5]2[N:6]=[CH:7][NH:8][C:4]=2[CH:3]=1.[Cl:11][C:12]1[CH:19]=[CH:18][C:15]([CH:16]=O)=[CH:14][CH:13]=1.[Si](C#N)(C)(C)C.[N:26]1([C:31](N2C=CN=C2)=[O:32])C=CN=[CH:27]1, predict the reaction product. The product is: [NH:6]1[C:5]2[CH:9]=[CH:10][C:2]([N:1]3[CH:16]([C:15]4[CH:18]=[CH:19][C:12]([Cl:11])=[CH:13][CH:14]=4)[CH2:27][NH:26][C:31]3=[O:32])=[CH:3][C:4]=2[N:8]=[CH:7]1. (7) Given the reactants Cl.[CH3:2][S:3]([C:6]1[CH:11]=[CH:10][C:9]([CH2:12][NH2:13])=[CH:8][CH:7]=1)(=[O:5])=[O:4].[CH:14]1([CH:19]=O)[CH2:18][CH2:17][CH2:16][CH2:15]1.[CH2:21]1[C:29]2[C:24](=[CH:25][CH:26]=[CH:27][CH:28]=2)[CH2:23][CH:22]1[C@@H:30]([NH:34][C:35]([O:37]C(C)(C)C)=O)[C:31]([OH:33])=O.C(N(C(C)C)CC)(C)C.ClC1C=CC([N+]#[C-])=CC=1.C(Cl)(=O)C.C(=O)(O)[O-].[Na+], predict the reaction product. The product is: [CH:14]1([C@H:19]2[N:13]([CH2:12][C:9]3[CH:10]=[CH:11][C:6]([S:3]([CH3:2])(=[O:4])=[O:5])=[CH:7][CH:8]=3)[C:31](=[O:33])[C@@H:30]([CH:22]3[CH2:21][C:29]4[C:24](=[CH:25][CH:26]=[CH:27][CH:28]=4)[CH2:23]3)[NH:34][C:35]2=[O:37])[CH2:18][CH2:17][CH2:16][CH2:15]1. (8) Given the reactants [Cl:1][C:2]([C:6]([F:9])([F:8])[F:7])=[CH:3][CH:4]=[O:5].[BH4-].[Na+], predict the reaction product. The product is: [Cl:1][C:2]([C:6]([F:9])([F:8])[F:7])=[CH:3][CH2:4][OH:5]. (9) Given the reactants [Cl:1][C:2]1[CH:9]=[CH:8][C:5]([C:6]#[N:7])=[C:4](F)[CH:3]=1.[CH3:11][N:12]([CH3:16])[CH2:13][CH2:14][OH:15], predict the reaction product. The product is: [NH2:7][CH2:6][C:5]1[CH:8]=[CH:9][C:2]([Cl:1])=[CH:3][C:4]=1[O:15][CH2:14][CH2:13][N:12]([CH3:16])[CH3:11].